From a dataset of Catalyst prediction with 721,799 reactions and 888 catalyst types from USPTO. Predict which catalyst facilitates the given reaction. (1) Reactant: [OH-].[Na+].C[O:4][C:5]([C:7]1[C:12]([Br:13])=[CH:11][N:10]2[CH:14]=[C:15]([C:17]3[CH:22]=[CH:21][CH:20]=[CH:19][CH:18]=3)[N:16]=[C:9]2[CH:8]=1)=[O:6].Cl. Product: [Br:13][C:12]1[C:7]([C:5]([OH:6])=[O:4])=[CH:8][C:9]2[N:10]([CH:14]=[C:15]([C:17]3[CH:22]=[CH:21][CH:20]=[CH:19][CH:18]=3)[N:16]=2)[CH:11]=1. The catalyst class is: 97. (2) Reactant: O1CCCC1.[F:6][C:7]1[CH:12]=[C:11]([O:13][CH2:14][C:15]2[CH:20]=[CH:19][C:18]([F:21])=[CH:17][N:16]=2)[CH:10]=[CH:9][C:8]=1[CH2:22][C:23](Cl)=[N:24][OH:25].[C:27]([C:29]1[C:30]([NH2:35])=[N:31][CH:32]=[CH:33][CH:34]=1)#[CH:28].C(N(CC)CC)C. Product: [F:6][C:7]1[CH:12]=[C:11]([O:13][CH2:14][C:15]2[CH:20]=[CH:19][C:18]([F:21])=[CH:17][N:16]=2)[CH:10]=[CH:9][C:8]=1[CH2:22][C:23]1[CH:28]=[C:27]([C:29]2[C:30]([NH2:35])=[N:31][CH:32]=[CH:33][CH:34]=2)[O:25][N:24]=1. The catalyst class is: 6. (3) Reactant: [CH3:1][CH:2]([C:6]1([CH:13]=[O:14])[CH2:11][CH2:10][C:9]([CH3:12])=[CH:8][CH2:7]1)[CH:3]([CH3:5])[CH3:4].[BH4-].[Na+]. Product: [CH3:1][CH:2]([C:6]1([CH2:13][OH:14])[CH2:11][CH2:10][C:9]([CH3:12])=[CH:8][CH2:7]1)[CH:3]([CH3:4])[CH3:5]. The catalyst class is: 5. (4) Reactant: [Cl:1][C:2]1[C:10]2[CH:9]=[C:8]([O:11][CH2:12][C:13]3[CH:18]=[CH:17][C:16]([O:19][CH:20]([CH3:22])[CH3:21])=[C:15]([C:23]([F:26])([F:25])[F:24])[CH:14]=3)[CH:7]=[CH:6][C:5]=2[N:4]2[CH2:27][CH2:28][C@H:29]([CH2:30][C:31]([OH:33])=[O:32])[C:3]=12.[Zn:34](OC(C)=O)OC(C)=O.O. Product: [Zn+2:34].[Cl:1][C:2]1[C:10]2[CH:9]=[C:8]([O:11][CH2:12][C:13]3[CH:18]=[CH:17][C:16]([O:19][CH:20]([CH3:22])[CH3:21])=[C:15]([C:23]([F:24])([F:25])[F:26])[CH:14]=3)[CH:7]=[CH:6][C:5]=2[N:4]2[CH2:27][CH2:28][C@H:29]([CH2:30][C:31]([O-:33])=[O:32])[C:3]=12.[Cl:1][C:2]1[C:10]2[CH:9]=[C:8]([O:11][CH2:12][C:13]3[CH:18]=[CH:17][C:16]([O:19][CH:20]([CH3:22])[CH3:21])=[C:15]([C:23]([F:24])([F:25])[F:26])[CH:14]=3)[CH:7]=[CH:6][C:5]=2[N:4]2[CH2:27][CH2:28][C@H:29]([CH2:30][C:31]([O-:33])=[O:32])[C:3]=12. The catalyst class is: 1. (5) Reactant: [H-].[Na+].[F:3][C:4]1[CH:20]=[CH:19][C:7]([NH:8][S:9]([C:12]2[CH:17]=[CH:16][C:15]([CH3:18])=[CH:14][CH:13]=2)(=[O:11])=[O:10])=[C:6]([N+:21]([O-:23])=[O:22])[CH:5]=1.[CH2:24](I)[CH3:25].O. Product: [CH2:24]([N:8]([S:9]([C:12]1[CH:13]=[CH:14][C:15]([CH3:18])=[CH:16][CH:17]=1)(=[O:11])=[O:10])[C:7]1[CH:19]=[CH:20][C:4]([F:3])=[CH:5][C:6]=1[N+:21]([O-:23])=[O:22])[CH3:25]. The catalyst class is: 3. (6) Reactant: CN(C=O)C.[Br:6][C:7]1[N:12]=[CH:11][C:10]([CH2:13][OH:14])=[CH:9][CH:8]=1.N1C=CN=C1.[Si:20](Cl)([C:23]([CH3:26])([CH3:25])[CH3:24])([CH3:22])[CH3:21]. Product: [Br:6][C:7]1[CH:8]=[CH:9][C:10]([CH2:13][O:14][Si:20]([C:23]([CH3:26])([CH3:25])[CH3:24])([CH3:22])[CH3:21])=[CH:11][N:12]=1. The catalyst class is: 6. (7) Reactant: C(=O)([O:5][C:6]1[CH:11]=[CH:10][C:9]([O:12][CH3:13])=[C:8]([N:14]([CH2:19][CH2:20][N:21]2[CH2:26][CH2:25][O:24][CH2:23][CH2:22]2)[S:15]([CH3:18])(=[O:17])=[O:16])[CH:7]=1)OCC.[Li+].[OH-]. Product: [OH:5][C:6]1[CH:11]=[CH:10][C:9]([O:12][CH3:13])=[C:8]([N:14]([CH2:19][CH2:20][N:21]2[CH2:26][CH2:25][O:24][CH2:23][CH2:22]2)[S:15]([CH3:18])(=[O:17])=[O:16])[CH:7]=1. The catalyst class is: 5. (8) Reactant: C(OC([N:8]1[CH2:13][CH2:12][N:11]([CH2:14][CH2:15][CH2:16][O:17][C:18]2[CH:23]=[CH:22][C:21]([C:24]([N:26]3[C:35]4[C:30](=[CH:31][CH:32]=[CH:33][CH:34]=4)[C@H:29]([N:36]([C:44](=[O:46])[CH3:45])[C:37]4[CH:42]=[CH:41][C:40]([Cl:43])=[CH:39][CH:38]=4)[CH2:28][C@@H:27]3[CH3:47])=[O:25])=[CH:20][CH:19]=2)[CH2:10][CH2:9]1)=O)(C)(C)C.ClC1C=CC(N([C@H]2C3C(=CC=CC=3)N(C(=O)C3C=CC(O)=CC=3)[C@@H](C)C2)C(=O)C)=CC=1.C([O-])([O-])=O.[K+].[K+].C(OC(N1CCN(CCCCl)CC1)=O)(C)(C)C. Product: [Cl:43][C:40]1[CH:41]=[CH:42][C:37]([N:36]([C@H:29]2[C:30]3[C:35](=[CH:34][CH:33]=[CH:32][CH:31]=3)[N:26]([C:24](=[O:25])[C:21]3[CH:22]=[CH:23][C:18]([O:17][CH2:16][CH2:15][CH2:14][N:11]4[CH2:10][CH2:9][NH:8][CH2:13][CH2:12]4)=[CH:19][CH:20]=3)[C@@H:27]([CH3:47])[CH2:28]2)[C:44](=[O:46])[CH3:45])=[CH:38][CH:39]=1. The catalyst class is: 3. (9) Reactant: [CH:1]([NH:4][C:5](=[O:15])[CH2:6][N:7]1[CH:11]=[C:10]([N+:12]([O-])=O)[CH:9]=[N:8]1)([CH3:3])[CH3:2]. Product: [NH2:12][C:10]1[CH:9]=[N:8][N:7]([CH2:6][C:5]([NH:4][CH:1]([CH3:3])[CH3:2])=[O:15])[CH:11]=1. The catalyst class is: 123. (10) Reactant: C1CN([P+](ON2N=NC3C=CC=CC2=3)(N2CCCC2)N2CCCC2)CC1.F[P-](F)(F)(F)(F)F.[CH3:34][C:35]1[C:39]([C:40]2[CH:49]=[C:48]3[C:43]([C:44]([NH:53][C:54]4[CH:59]=[CH:58][CH:57]=[C:56]([C:60]([O:62][CH2:63][CH3:64])=[O:61])[CH:55]=4)=[C:45]([C:50](O)=[O:51])[CH:46]=[N:47]3)=[CH:42][CH:41]=2)=[C:38]([CH3:65])[O:37][N:36]=1.[C:66]([NH:69][C:70]1[CH:77]=[CH:76][C:73]([CH2:74][NH2:75])=[CH:72][CH:71]=1)(=[O:68])[CH3:67].C(N(CC)CC)C. Product: [C:66]([NH:69][C:70]1[CH:77]=[CH:76][C:73]([CH2:74][NH:75][C:50]([C:45]2[CH:46]=[N:47][C:48]3[C:43]([C:44]=2[NH:53][C:54]2[CH:55]=[C:56]([CH:57]=[CH:58][CH:59]=2)[C:60]([O:62][CH2:63][CH3:64])=[O:61])=[CH:42][CH:41]=[C:40]([C:39]2[C:35]([CH3:34])=[N:36][O:37][C:38]=2[CH3:65])[CH:49]=3)=[O:51])=[CH:72][CH:71]=1)(=[O:68])[CH3:67]. The catalyst class is: 4.